This data is from Full USPTO retrosynthesis dataset with 1.9M reactions from patents (1976-2016). The task is: Predict the reactants needed to synthesize the given product. (1) Given the product [C:1]([O:5][C:6](=[O:22])[NH:7][C:8]1[CH:13]=[C:12]([N:14]([CH2:16][CH2:17][O:18][CH3:19])[CH3:15])[C:11]([Cl:20])=[CH:10][C:9]=1[NH:21][C:26](=[O:25])[CH2:27][C:28](=[O:40])[C:29]1[CH:34]=[CH:33][CH:32]=[C:31]([N:35]2[CH:39]=[CH:38][N:37]=[N:36]2)[CH:30]=1)([CH3:4])([CH3:2])[CH3:3], predict the reactants needed to synthesize it. The reactants are: [C:1]([O:5][C:6](=[O:22])[NH:7][C:8]1[CH:13]=[C:12]([N:14]([CH2:16][CH2:17][O:18][CH3:19])[CH3:15])[C:11]([Cl:20])=[CH:10][C:9]=1[NH2:21])([CH3:4])([CH3:3])[CH3:2].C([O:25][C:26](=O)[CH2:27][C:28](=[O:40])[C:29]1[CH:34]=[CH:33][CH:32]=[C:31]([N:35]2[CH:39]=[CH:38][N:37]=[N:36]2)[CH:30]=1)C. (2) Given the product [F:1][CH:2]([C:5]1[CH:10]=[CH:9][CH:8]=[CH:7][CH:6]=1)[CH:3]=[O:4], predict the reactants needed to synthesize it. The reactants are: [F:1][CH:2]([C:5]1[CH:10]=[CH:9][CH:8]=[CH:7][CH:6]=1)[CH2:3][OH:4].C(Cl)Cl.CC(OI1(OC(C)=O)(OC(C)=O)OC(=O)C2C1=CC=CC=2)=O.S([O-])([O-])(=O)=S.[Na+].[Na+]. (3) Given the product [ClH:1].[CH2:65]([O:69][C:70]1[CH:71]=[C:72]([CH:101]=[CH:102][CH:103]=1)[O:73][C:74]1[CH:79]=[CH:78][C:77]([NH:80][C:81]2[C:82]3[N:89]([CH2:90][CH2:91][NH:92][C:93](=[O:99])[CH2:94][S:95]([CH3:98])(=[O:97])=[O:96])[CH:88]=[CH:87][C:83]=3[N:84]=[CH:85][N:86]=2)=[CH:76][C:75]=1[CH3:100])[CH:66]([CH3:68])[CH3:67], predict the reactants needed to synthesize it. The reactants are: [ClH:1].Cl.NCCN1C2C(NC3C=CC(OC4C=CC=C(OCC(C)C)C=4)=C(C)C=3)=NC=NC=2C=C1.CS(CC(O)=O)(=O)=O.ON1C2C=CC=CC=2N=N1.Cl.C(N=C=NCCCN(C)C)C.[CH2:65]([O:69][C:70]1[CH:71]=[C:72]([CH:101]=[CH:102][CH:103]=1)[O:73][C:74]1[CH:79]=[CH:78][C:77]([NH:80][C:81]2[C:82]3[N:89]([CH2:90][CH2:91][NH:92][C:93](=[O:99])[CH2:94][S:95]([CH3:98])(=[O:97])=[O:96])[CH:88]=[CH:87][C:83]=3[N:84]=[CH:85][N:86]=2)=[CH:76][C:75]=1[CH3:100])[CH:66]([CH3:68])[CH3:67].Cl.C(OCC)(=O)C. (4) Given the product [C:1]([C:3]1[CH:8]=[C:7]([O:9][CH3:10])[CH:6]=[CH:5][N:4]=1)(=[O:16])[CH2:11][CH3:12], predict the reactants needed to synthesize it. The reactants are: [C:1]([C:3]1[CH:8]=[C:7]([O:9][CH3:10])[CH:6]=[CH:5][N:4]=1)#N.[CH3:11][CH2:12][Mg+].[Br-].Cl.[OH-:16].[Na+].